From a dataset of Forward reaction prediction with 1.9M reactions from USPTO patents (1976-2016). Predict the product of the given reaction. Given the reactants FC(F)(F)C(O)=O.[CH3:8][C:9]1[CH:14]=[C:13]([C:15](=[O:24])[NH:16][C@H:17]2[CH2:22][CH2:21][CH2:20][N:19]([CH3:23])[CH2:18]2)[CH:12]=[CH:11][C:10]=1[C:25]1[CH:30]=[CH:29][C:28]([CH2:31][C@H:32]([NH:47][C:48]([C@H:50]2[CH2:55][CH2:54][C@H:53]([CH2:56][NH:57]C(=O)OC(C)(C)C)[CH2:52][CH2:51]2)=[O:49])[C:33](=[O:46])[NH:34][C:35]2[CH:40]=[CH:39][C:38]([C:41]3[N:42]=[N:43][NH:44][N:45]=3)=[CH:37][CH:36]=2)=[CH:27][CH:26]=1.[ClH:65], predict the reaction product. The product is: [ClH:65].[NH2:57][CH2:56][C@H:53]1[CH2:54][CH2:55][C@H:50]([C:48]([NH:47][C@H:32]([C:33](=[O:46])[NH:34][C:35]2[CH:36]=[CH:37][C:38]([C:41]3[N:42]=[N:43][NH:44][N:45]=3)=[CH:39][CH:40]=2)[CH2:31][C:28]2[CH:27]=[CH:26][C:25]([C:10]3[CH:11]=[CH:12][C:13]([C:15]([NH:16][C@H:17]4[CH2:22][CH2:21][CH2:20][N:19]([CH3:23])[CH2:18]4)=[O:24])=[CH:14][C:9]=3[CH3:8])=[CH:30][CH:29]=2)=[O:49])[CH2:51][CH2:52]1.